Dataset: Catalyst prediction with 721,799 reactions and 888 catalyst types from USPTO. Task: Predict which catalyst facilitates the given reaction. Reactant: [C:1](=[O:6])(OC)OC.C[O-].[Na+].[NH2:10][C:11]1[C:16]([CH2:17][NH:18][CH3:19])=[CH:15][C:14]([Br:20])=[CH:13][N:12]=1. Product: [Br:20][C:14]1[CH:13]=[N:12][C:11]2[NH:10][C:1](=[O:6])[N:18]([CH3:19])[CH2:17][C:16]=2[CH:15]=1. The catalyst class is: 24.